From a dataset of Forward reaction prediction with 1.9M reactions from USPTO patents (1976-2016). Predict the product of the given reaction. (1) Given the reactants O[O:2][S:3]([O-:5])=O.[K+].[CH3:7][O:8][C:9](=[O:19])[CH2:10][C:11]1[CH:16]=[CH:15][C:14](SC)=[CH:13][CH:12]=1.[CH3:20]O, predict the reaction product. The product is: [CH3:7][O:8][C:9](=[O:19])[CH2:10][C:11]1[CH:12]=[CH:13][C:14]([S:3]([CH3:20])(=[O:5])=[O:2])=[CH:15][CH:16]=1. (2) Given the reactants [C:1]([O:5][C:6]([N:8]1[C@H:13]([C:14]([OH:16])=[O:15])[CH2:12][C@:11]2([CH2:17]OS(C)(=O)=O)[C@H:9]1[CH2:10]2)=[O:7])([CH3:4])([CH3:3])[CH3:2].[Na+].[I-].CO[CH2:27][CH2:28]OC, predict the reaction product. The product is: [CH2:27]([O:16][C:14]([C@@H:13]1[CH2:12][C@:11]2([CH3:17])[C@@H:9]([CH2:10]2)[N:8]1[C:6]([O:5][C:1]([CH3:4])([CH3:2])[CH3:3])=[O:7])=[O:15])[CH3:28]. (3) Given the reactants C([O:8][C:9]1[C:14](=[O:15])[N:13]2[CH2:16][CH2:17][C:18](=[O:21])[N:19]([CH3:20])[C:12]2=[N:11][C:10]=1[C:22]([O:24][CH2:25][CH3:26])=[O:23])C1C=CC=CC=1.FC(F)(F)C(O)=O, predict the reaction product. The product is: [OH:8][C:9]1[C:14](=[O:15])[N:13]2[CH2:16][CH2:17][C:18](=[O:21])[N:19]([CH3:20])[C:12]2=[N:11][C:10]=1[C:22]([O:24][CH2:25][CH3:26])=[O:23]. (4) Given the reactants [CH:1]1([S:4]([NH2:7])(=[O:6])=[O:5])[CH2:3][CH2:2]1.[H-].[Na+].[F:10][C:11]1[CH:12]=[CH:13][C:14]([CH3:32])=[C:15]([CH:17]2[C:26]([CH3:28])([CH3:27])[CH2:25][C:24]3[C:19](=[CH:20][CH:21]=[C:22]([C:29](O)=[O:30])[CH:23]=3)[NH:18]2)[CH:16]=1.C(N1C=CN=C1)(N1C=CN=C1)=O, predict the reaction product. The product is: [F:10][C:11]1[CH:12]=[CH:13][C:14]([CH3:32])=[C:15]([CH:17]2[C:26]([CH3:27])([CH3:28])[CH2:25][C:24]3[C:19](=[CH:20][CH:21]=[C:22]([C:29]([NH:7][S:4]([CH:1]4[CH2:3][CH2:2]4)(=[O:6])=[O:5])=[O:30])[CH:23]=3)[NH:18]2)[CH:16]=1. (5) Given the reactants [C:1]([N:4]1[C:13]2[C:8](=[CH:9][C:10]([C:14]([OH:16])=O)=[CH:11][CH:12]=2)[CH:7]([NH:17][C:18]2[CH:23]=[CH:22][C:21]([Cl:24])=[CH:20][CH:19]=2)[CH2:6][C@@H:5]1[CH3:25])(=[O:3])[CH3:2].[NH2:26][CH2:27][CH2:28][O:29][CH2:30][CH2:31][O:32][CH2:33][CH2:34][O:35][CH2:36][CH2:37][C:38]([O:40][C:41]([CH3:44])([CH3:43])[CH3:42])=[O:39], predict the reaction product. The product is: [C:1]([N:4]1[C:13]2[C:8](=[CH:9][C:10]([C:14]([NH:26][CH2:27][CH2:28][O:29][CH2:30][CH2:31][O:32][CH2:33][CH2:34][O:35][CH2:36][CH2:37][C:38]([O:40][C:41]([CH3:44])([CH3:43])[CH3:42])=[O:39])=[O:16])=[CH:11][CH:12]=2)[C@H:7]([NH:17][C:18]2[CH:23]=[CH:22][C:21]([Cl:24])=[CH:20][CH:19]=2)[CH2:6][C@@H:5]1[CH3:25])(=[O:3])[CH3:2]. (6) Given the reactants [CH3:1][C:2]([O:4][C:5]1[S:9][C:8]2[CH2:10][CH2:11][N:12]([CH:14]([C:22]([CH:24]3[CH2:26][CH2:25]3)=[O:23])[C:15]3[CH:16]=[CH:17][CH:18]=[CH:19][C:20]=3[F:21])[CH2:13][C:7]=2[CH:6]=1)=[O:3].[P:27](=[O:31])([OH:30])([OH:29])[OH:28], predict the reaction product. The product is: [CH3:1][C:2]([O:4][C:5]1[S:9][C:8]2[CH2:10][CH2:11][N:12]([CH:14]([C:22]([CH:24]3[CH2:26][CH2:25]3)=[O:23])[C:15]3[CH:16]=[CH:17][CH:18]=[CH:19][C:20]=3[F:21])[CH2:13][C:7]=2[CH:6]=1)=[O:3].[P:27]([O-:31])([O-:30])([O-:29])=[O:28]. (7) The product is: [CH:32]1([O:24][C:19]2[CH:20]=[CH:21][CH:22]=[CH:23][C:18]=2[CH2:17][N:14]2[CH:15]=[CH:16][C:12]([C:10]([NH:9][C:3]3[C:2]([F:1])=[CH:7][CH:6]=[CH:5][C:4]=3[F:8])=[O:11])=[N:13]2)[CH2:37][CH2:36][CH2:35][CH2:34][CH2:33]1. Given the reactants [F:1][C:2]1[CH:7]=[CH:6][CH:5]=[C:4]([F:8])[C:3]=1[NH:9][C:10]([C:12]1[CH:16]=[CH:15][N:14]([CH2:17][C:18]2[CH:23]=[CH:22][CH:21]=[CH:20][C:19]=2[OH:24])[N:13]=1)=[O:11].C(=O)([O-])[O-].[K+].[K+].I[CH:32]1[CH2:37][CH2:36][CH2:35][CH2:34][CH2:33]1, predict the reaction product.